This data is from Reaction yield outcomes from USPTO patents with 853,638 reactions. The task is: Predict the reaction yield, written as a fraction of the theoretical maximum amount of product (1.0 means a 100% yield; for example, 0.34 means a 34% yield). (1) The reactants are [NH:1]1[C:9]2[C:4](=[CH:5][CH:6]=[C:7]([C@H:10]3[C@@:12]4([C:20]5[C:15](=[CH:16][CH:17]=[C:18]([CH3:21])[CH:19]=5)[NH:14][C:13]4=[O:22])[CH2:11]3)[CH:8]=2)[CH:3]=[N:2]1.C([O-])([O-])=O.[K+].[K+].[I:29]I. The catalyst is CN(C=O)C. The product is [I:29][C:3]1[C:4]2[C:9](=[CH:8][C:7]([C@H:10]3[C@@:12]4([C:20]5[C:15](=[CH:16][CH:17]=[C:18]([CH3:21])[CH:19]=5)[NH:14][C:13]4=[O:22])[CH2:11]3)=[CH:6][CH:5]=2)[NH:1][N:2]=1. The yield is 0.810. (2) The reactants are [O:1]=[C:2]1[O:7][C@@H:6]([C:8]2[CH:13]=[CH:12][CH:11]=[CH:10][CH:9]=2)[C@@H:5]([C:14]2[CH:19]=[CH:18][CH:17]=[CH:16][CH:15]=2)[N:4]([C:20]([O:22][C:23]([CH3:26])([CH3:25])[CH3:24])=[O:21])[C@@H:3]1[CH2:27][CH2:28][CH2:29][CH2:30][B:31]1[O:35][C:34]([CH3:37])([CH3:36])[C:33]([CH3:39])([CH3:38])[O:32]1.CN([CH2:43][CH2:44]N(C)C)C.C(I)C.C[Si]([N-][Si](C)(C)C)(C)C.[K+].Cl. The catalyst is COCCOC.CCCCCCC. The product is [CH2:43]([C@:3]1([CH2:27][CH2:28][CH2:29][CH2:30][B:31]2[O:35][C:34]([CH3:37])([CH3:36])[C:33]([CH3:39])([CH3:38])[O:32]2)[C:2](=[O:1])[O:7][C@@H:6]([C:8]2[CH:9]=[CH:10][CH:11]=[CH:12][CH:13]=2)[C@@H:5]([C:14]2[CH:19]=[CH:18][CH:17]=[CH:16][CH:15]=2)[N:4]1[C:20]([O:22][C:23]([CH3:26])([CH3:25])[CH3:24])=[O:21])[CH3:44]. The yield is 0.650. (3) The reactants are [CH2:1]([O:8][C:9]1[CH:10]=[C:11]([CH:17]=[C:18]([O:28][CH2:29][CH2:30][CH2:31][CH2:32][CH2:33][CH2:34][CH3:35])[C:19]=1[O:20][CH2:21][CH2:22][CH2:23][CH2:24][CH2:25][CH2:26][CH3:27])[C:12]([O:14]CC)=[O:13])[CH2:2][CH2:3][CH2:4][CH2:5][CH2:6][CH3:7].[OH-].[K+].O.Cl. The catalyst is C1COCC1.CO.O. The product is [CH2:29]([O:28][C:18]1[CH:17]=[C:11]([CH:10]=[C:9]([O:8][CH2:1][CH2:2][CH2:3][CH2:4][CH2:5][CH2:6][CH3:7])[C:19]=1[O:20][CH2:21][CH2:22][CH2:23][CH2:24][CH2:25][CH2:26][CH3:27])[C:12]([OH:14])=[O:13])[CH2:30][CH2:31][CH2:32][CH2:33][CH2:34][CH3:35]. The yield is 0.976. (4) The reactants are [CH3:1][O:2][C:3]1[CH:8]=[CH:7][C:6]([NH:9][C:10]([C@:12]2([CH3:15])[CH2:14][O:13]2)=[O:11])=[CH:5][CH:4]=1.C[C:17]1[CH:22]=[CH:21][C:20]([OH:23])=[CH:19][CH:18]=1.[C:24]([O-:27])([O-])=O.[K+].[K+]. The catalyst is C(O)(C)C. The product is [OH:13][C@@:12]([CH3:15])([CH2:14][O:23][C:20]1[CH:19]=[CH:18][C:17]([O:27][CH3:24])=[CH:22][CH:21]=1)[C:10]([NH:9][C:6]1[CH:7]=[CH:8][C:3]([O:2][CH3:1])=[CH:4][CH:5]=1)=[O:11]. The yield is 0.988. (5) The reactants are [CH3:1][O:2][C:3]1[CH:12]=[CH:11][C:10]2[NH:9][C:8](=[O:13])[C:7]3[S:14][CH:15]=[CH:16][C:6]=3[C:5]=2[C:4]=1[C:17]1[CH:22]=[CH:21][C:20]([N:23]2[CH2:28][CH2:27][N:26](C(OC(C)(C)C)=O)[CH2:25][CH2:24]2)=[CH:19][CH:18]=1.C(O)(C(F)(F)F)=O. No catalyst specified. The product is [CH3:1][O:2][C:3]1[CH:12]=[CH:11][C:10]2[NH:9][C:8](=[O:13])[C:7]3[S:14][CH:15]=[CH:16][C:6]=3[C:5]=2[C:4]=1[C:17]1[CH:18]=[CH:19][C:20]([N:23]2[CH2:28][CH2:27][NH:26][CH2:25][CH2:24]2)=[CH:21][CH:22]=1. The yield is 0.220. (6) The reactants are [Cl-].O[NH3+:3].[C:4](=[O:7])([O-])[OH:5].[Na+].CS(C)=O.[CH2:13]([C:17]1[N:18]=[C:19]([CH3:47])[N:20]([CH2:39][C:40]2[S:44][C:43]([CH3:45])=[N:42][C:41]=2[CH3:46])[C:21](=[O:38])[C:22]=1[CH2:23][C:24]1[CH:29]=[CH:28][C:27]([C:30]2[C:31]([C:36]#[N:37])=[CH:32][CH:33]=[CH:34][CH:35]=2)=[CH:26][CH:25]=1)[CH2:14][CH2:15][CH3:16]. The catalyst is C(OCC)(=O)C. The product is [CH2:13]([C:17]1[N:18]=[C:19]([CH3:47])[N:20]([CH2:39][C:40]2[S:44][C:43]([CH3:45])=[N:42][C:41]=2[CH3:46])[C:21](=[O:38])[C:22]=1[CH2:23][C:24]1[CH:25]=[CH:26][C:27]([C:30]2[CH:35]=[CH:34][CH:33]=[CH:32][C:31]=2[C:36]2[NH:3][C:4](=[O:7])[O:5][N:37]=2)=[CH:28][CH:29]=1)[CH2:14][CH2:15][CH3:16]. The yield is 0.270. (7) The reactants are [N:1]1[CH:6]=[CH:5][CH:4]=[C:3]([C:7]2[CH:15]=[C:14]3[C:10]([CH2:11][C:12](=[O:16])[NH:13]3)=[CH:9][CH:8]=2)[CH:2]=1.[CH2:17]([N:19]([CH2:34][CH3:35])[CH2:20][CH2:21][NH:22][C:23]([C:25]1[C:29]([CH3:30])=[C:28]([CH:31]=O)[NH:27][C:26]=1[CH3:33])=[O:24])[CH3:18]. The yield is 0.330. No catalyst specified. The product is [CH2:34]([N:19]([CH2:17][CH3:18])[CH2:20][CH2:21][NH:22][C:23]([C:25]1[C:29]([CH3:30])=[C:28]([CH:31]=[C:11]2[C:10]3[C:14](=[CH:15][C:7]([C:3]4[CH:2]=[N:1][CH:6]=[CH:5][CH:4]=4)=[CH:8][CH:9]=3)[NH:13][C:12]2=[O:16])[NH:27][C:26]=1[CH3:33])=[O:24])[CH3:35]. (8) The product is [CH3:11][C:6]1([CH3:12])[C:5]2[C:9](=[CH:10][C:2]([C:42]#[N:43])=[CH:3][CH:4]=2)[NH:8][CH2:7]1. The reactants are Cl[C:2]1[CH:10]=[C:9]2[C:5]([C:6]([CH3:12])([CH3:11])[CH2:7][NH:8]2)=[CH:4][CH:3]=1.C1(P(C2CCCCC2)C2C=CC=CC=2C2C(OC)=CC=CC=2OC)CCCCC1.[CH3:42][N:43]1CCCC1=O. The yield is 0.150. The catalyst is [C-]#N.[Zn+2].[C-]#N.C1C=CC(/C=C/C(/C=C/C2C=CC=CC=2)=O)=CC=1.C1C=CC(/C=C/C(/C=C/C2C=CC=CC=2)=O)=CC=1.C1C=CC(/C=C/C(/C=C/C2C=CC=CC=2)=O)=CC=1.[Pd].[Pd]. (9) The reactants are [Br:1][C:2]1[CH:3]=[C:4]([NH:11]C(OCC)=O)[C:5]([N+:8]([O-:10])=[O:9])=[N:6][CH:7]=1.[OH-].[K+]. The catalyst is C(O)C.O. The product is [Br:1][C:2]1[CH:3]=[C:4]([NH2:11])[C:5]([N+:8]([O-:10])=[O:9])=[N:6][CH:7]=1. The yield is 0.920.